Dataset: Catalyst prediction with 721,799 reactions and 888 catalyst types from USPTO. Task: Predict which catalyst facilitates the given reaction. (1) Reactant: [H-].[Na+].[F:3][C:4]1[C:5]([CH2:16][N:17]([CH3:25])[C:18](=[O:24])[O:19][C:20]([CH3:23])([CH3:22])[CH3:21])=[CH:6][NH:7][C:8]=1[C:9]1[C:10]([F:15])=[N:11][CH:12]=[CH:13][CH:14]=1.C1OCCOCCOCCOCCOC1.[F:41][C:42]1[CH:43]=[C:44]([S:48](Cl)(=[O:50])=[O:49])[CH:45]=[N:46][CH:47]=1. Product: [F:3][C:4]1[C:5]([CH2:16][N:17]([CH3:25])[C:18](=[O:24])[O:19][C:20]([CH3:21])([CH3:22])[CH3:23])=[CH:6][N:7]([S:48]([C:44]2[CH:45]=[N:46][CH:47]=[C:42]([F:41])[CH:43]=2)(=[O:50])=[O:49])[C:8]=1[C:9]1[C:10]([F:15])=[N:11][CH:12]=[CH:13][CH:14]=1. The catalyst class is: 30. (2) Reactant: [CH3:1][N:2]1[C:6]([C:7]2[CH:12]=[CH:11][CH:10]=[CH:9][C:8]=2[C:13]([F:16])([F:15])[F:14])=[N:5][N:4]=[C:3]1[C:17]12[CH2:24][CH2:23][C:20]([C:25]([O:27]C)=[O:26])([CH2:21][CH2:22]1)[CH2:19][CH2:18]2.[OH-].[K+]. Product: [CH3:1][N:2]1[C:6]([C:7]2[CH:12]=[CH:11][CH:10]=[CH:9][C:8]=2[C:13]([F:14])([F:16])[F:15])=[N:5][N:4]=[C:3]1[C:17]12[CH2:24][CH2:23][C:20]([C:25]([OH:27])=[O:26])([CH2:21][CH2:22]1)[CH2:19][CH2:18]2. The catalyst class is: 72. (3) Reactant: [C:1](Cl)(=O)[C:2]([Cl:4])=[O:3].[F:7][C:8]1[C:16]([CH3:17])=[CH:15]C(C(O)=O)=[CH:10][C:9]=1[CH3:18].CN(C=O)C. Product: [F:7][C:8]1[C:16]([CH3:17])=[CH:15][C:1]([C:2]([Cl:4])=[O:3])=[CH:10][C:9]=1[CH3:18]. The catalyst class is: 4.